This data is from Catalyst prediction with 721,799 reactions and 888 catalyst types from USPTO. The task is: Predict which catalyst facilitates the given reaction. Reactant: [NH2:1][C:2]1[CH:26]=[C:25]([Cl:27])[CH:24]=[CH:23][C:3]=1[O:4][CH2:5][C:6]([N:8]1[CH2:13][CH2:12][N:11]([CH2:14][C:15]2[CH:20]=[CH:19][C:18]([F:21])=[CH:17][CH:16]=2)[CH2:10][CH:9]1[CH3:22])=[O:7].C(N(CC)CC)C.[O:35]=[C:36]1[C:44]2[C:39](=[CH:40][CH:41]=[CH:42][CH:43]=2)[C:38](=[O:45])[N:37]1[CH2:46][CH2:47][S:48](Cl)(=[O:50])=[O:49].C(=O)([O-])O.[Na+]. Product: [Cl:27][C:25]1[CH:24]=[CH:23][C:3]([O:4][CH2:5][C:6]([N:8]2[CH2:13][CH2:12][N:11]([CH2:14][C:15]3[CH:20]=[CH:19][C:18]([F:21])=[CH:17][CH:16]=3)[CH2:10][CH:9]2[CH3:22])=[O:7])=[C:2]([NH:1][S:48]([CH2:47][CH2:46][N:37]2[C:36](=[O:35])[C:44]3[C:39](=[CH:40][CH:41]=[CH:42][CH:43]=3)[C:38]2=[O:45])(=[O:49])=[O:50])[CH:26]=1. The catalyst class is: 2.